Dataset: Reaction yield outcomes from USPTO patents with 853,638 reactions. Task: Predict the reaction yield, written as a fraction of the theoretical maximum amount of product (1.0 means a 100% yield; for example, 0.34 means a 34% yield). (1) The reactants are [Br:1][C:2]1[CH:3]=[CH:4][C:5](=[C:8]2[C:13](=[O:14])OC(C)(C)OC2=O)[NH:6][CH:7]=1.[CH2:18]([NH2:25])[C:19]1[CH:24]=[CH:23][CH:22]=[CH:21][CH:20]=1. The catalyst is C1(C)C=CC=CC=1. The product is [CH2:18]([NH:25][C:13](=[O:14])[CH2:8][C:5]1[CH:4]=[CH:3][C:2]([Br:1])=[CH:7][N:6]=1)[C:19]1[CH:24]=[CH:23][CH:22]=[CH:21][CH:20]=1. The yield is 0.960. (2) No catalyst specified. The yield is 0.960. The reactants are [CH3:1][C:2]1[CH:9]=[CH:8][CH:7]=[CH:6][C:3]=1[CH:4]=O.Cl.[O:11]([NH2:13])[CH3:12]. The product is [CH3:12][O:11][N:13]=[CH:4][C:3]1[CH:6]=[CH:7][CH:8]=[CH:9][C:2]=1[CH3:1]. (3) The reactants are [C:1]([O:5][C:6]([N:8]1[CH2:12][CH2:11][CH2:10][CH:9]1[C:13]1[NH:17][C:16]2[CH:18]=[C:19]([C:22]3[CH:27]=[CH:26][C:25]([C:28]4[CH:33]=[CH:32][C:31](B5OC(C)(C)C(C)(C)O5)=[CH:30][CH:29]=4)=[CH:24][CH:23]=3)[CH:20]=[CH:21][C:15]=2[N:14]=1)=[O:7])([CH3:4])([CH3:3])[CH3:2].[C:43]([O:47][C:48]([N:50]1[CH2:54][CH2:53][CH2:52][CH:51]1[C:55]1[N:56]([CH2:61][O:62][CH2:63][CH2:64][Si:65]([CH3:68])([CH3:67])[CH3:66])[C:57](Br)=[CH:58][N:59]=1)=[O:49])([CH3:46])([CH3:45])[CH3:44].C(=O)([O-])[O-].[K+].[K+]. The catalyst is COCCOC.O.C(OCC)(=O)C.C1C=CC([P]([Pd]([P](C2C=CC=CC=2)(C2C=CC=CC=2)C2C=CC=CC=2)([P](C2C=CC=CC=2)(C2C=CC=CC=2)C2C=CC=CC=2)[P](C2C=CC=CC=2)(C2C=CC=CC=2)C2C=CC=CC=2)(C2C=CC=CC=2)C2C=CC=CC=2)=CC=1.C1C=CC(P(C2C=CC=CC=2)[C-]2C=CC=C2)=CC=1.C1C=CC(P(C2C=CC=CC=2)[C-]2C=CC=C2)=CC=1.Cl[Pd]Cl.[Fe+2]. The product is [C:1]([O:5][C:6]([N:8]1[CH2:12][CH2:11][CH2:10][CH:9]1[C:13]1[NH:17][C:16]2[CH:18]=[C:19]([C:22]3[CH:23]=[CH:24][C:25]([C:28]4[CH:29]=[CH:30][C:31]([C:57]5[N:56]([CH2:61][O:62][CH2:63][CH2:64][Si:65]([CH3:68])([CH3:67])[CH3:66])[C:55]([CH:51]6[CH2:52][CH2:53][CH2:54][N:50]6[C:48]([O:47][C:43]([CH3:46])([CH3:45])[CH3:44])=[O:49])=[N:59][CH:58]=5)=[CH:32][CH:33]=4)=[CH:26][CH:27]=3)[CH:20]=[CH:21][C:15]=2[N:14]=1)=[O:7])([CH3:4])([CH3:2])[CH3:3]. The yield is 0.250. (4) The reactants are [CH3:1][O:2][C:3]1[CH:4]=[C:5]2[C:10](=[CH:11][C:12]=1[O:13][CH3:14])[N:9]=[CH:8][CH:7]=[C:6]2[O:15][C:16]1[CH:22]=[CH:21][C:19]([NH2:20])=[CH:18][CH:17]=1.C1(C)C=CC=CC=1.C(N(CC)CC)C.Cl[C:38](Cl)([O:40]C(=O)OC(Cl)(Cl)Cl)Cl.[F:49][C:50]1[CH:58]=[CH:57][CH:56]=[CH:55][C:51]=1[CH:52]([OH:54])[CH3:53]. The catalyst is C(Cl)Cl. The product is [CH3:1][O:2][C:3]1[CH:4]=[C:5]2[C:10](=[CH:11][C:12]=1[O:13][CH3:14])[N:9]=[CH:8][CH:7]=[C:6]2[O:15][C:16]1[CH:22]=[CH:21][C:19]([NH:20][C:38](=[O:40])[O:54][CH:52]([C:51]2[CH:55]=[CH:56][CH:57]=[CH:58][C:50]=2[F:49])[CH3:53])=[CH:18][CH:17]=1. The yield is 0.780. (5) The catalyst is FC(F)(F)C(O)=O. The reactants are [Cl:1][C:2]1[N:7]=[CH:6][C:5]([N:8]2[CH2:14][C@@H:13]3[C@H:9]2[CH2:10][N:11](C(OCC2C=CC=CC=2)=O)[CH2:12]3)=[CH:4][C:3]=1[CH3:25]. The product is [Cl:1][C:2]1[N:7]=[CH:6][C:5]([N:8]2[CH2:14][C@@H:13]3[C@H:9]2[CH2:10][NH:11][CH2:12]3)=[CH:4][C:3]=1[CH3:25]. The yield is 0.800. (6) The reactants are [B:1]([CH:4]1[C:13]2[C:8](=[CH:9][CH:10]=[CH:11][CH:12]=2)[C:6](=[O:7])[O:5]1)([OH:3])[OH:2].[N+:14]([O-])([OH:16])=[O:15]. No catalyst specified. The product is [N+:14]([C:11]1[CH:12]=[C:13]2[C:8](=[CH:9][CH:10]=1)[C:6](=[O:7])[O:5][CH:4]2[B:1]([OH:2])[OH:3])([O-:16])=[O:15]. The yield is 0.710.